From a dataset of Peptide-MHC class I binding affinity with 185,985 pairs from IEDB/IMGT. Regression. Given a peptide amino acid sequence and an MHC pseudo amino acid sequence, predict their binding affinity value. This is MHC class I binding data. (1) The MHC is HLA-A03:01 with pseudo-sequence HLA-A03:01. The peptide sequence is FMKSRVYSI. The binding affinity (normalized) is 0.0847. (2) The peptide sequence is IQDEIVAAY. The MHC is HLA-A02:06 with pseudo-sequence HLA-A02:06. The binding affinity (normalized) is 0.719.